Dataset: Forward reaction prediction with 1.9M reactions from USPTO patents (1976-2016). Task: Predict the product of the given reaction. (1) Given the reactants [CH3:1][C@H:2]1[CH2:7][NH:6][CH2:5][CH2:4][NH:3]1.[F:8][C:9]1[CH:14]=[CH:13][C:12]([C:15](=[O:18])[CH2:16][Br:17])=[CH:11][CH:10]=1, predict the reaction product. The product is: [BrH:17].[F:8][C:9]1[CH:14]=[CH:13][C:12]([C:15](=[O:18])[CH2:16][N:6]2[CH2:5][CH2:4][NH:3][C@@H:2]([CH3:1])[CH2:7]2)=[CH:11][CH:10]=1. (2) Given the reactants [C:1]1([CH2:11][NH:12][C:13]2[CH:18]=[CH:17][C:16]([O:19][CH3:20])=[CH:15][C:14]=2[N+:21]([O-])=O)[C:10]2[C:5](=[CH:6][CH:7]=[CH:8][CH:9]=2)[CH:4]=[CH:3][CH:2]=1.O1CCOCC1.[OH-].[Na+], predict the reaction product. The product is: [C:1]1([CH2:11][NH:12][C:13]2[CH:18]=[CH:17][C:16]([O:19][CH3:20])=[CH:15][C:14]=2[NH2:21])[C:10]2[C:5](=[CH:6][CH:7]=[CH:8][CH:9]=2)[CH:4]=[CH:3][CH:2]=1. (3) Given the reactants F[B-](F)(F)F.C([O+:8](CC)CC)C.[C:13]([O:18][CH2:19][CH3:20])(=S)[C:14]([NH2:16])=O.[CH3:21][C:22]([CH3:38])([CH3:37])[C:23]([NH:25][NH:26][CH2:27][C:28]1[C:33]([CH3:34])=[CH:32][C:31]([CH3:35])=[CH:30][C:29]=1[CH3:36])=O.C(N(CC)CC)C, predict the reaction product. The product is: [C:22]([C:23]1[N:16]=[C:14]([C:13]([O:18][CH2:19][CH3:20])=[O:8])[N:26]([CH2:27][C:28]2[C:33]([CH3:34])=[CH:32][C:31]([CH3:35])=[CH:30][C:29]=2[CH3:36])[N:25]=1)([CH3:38])([CH3:37])[CH3:21]. (4) Given the reactants [CH3:1][O:2][C:3]1[CH:8]=[CH:7][C:6]([NH:9][C:10]2[CH:15]=[CH:14][CH:13]=[CH:12][C:11]=2[NH:16][C:17]([C:19]2[C:20]([CH:24]3[CH2:26][CH2:25]3)=[N:21][O:22][CH:23]=2)=O)=[CH:5][CH:4]=1.Cl.O1CCOCC1, predict the reaction product. The product is: [CH:24]1([C:20]2[C:19]([C:17]3[N:9]([C:6]4[CH:7]=[CH:8][C:3]([O:2][CH3:1])=[CH:4][CH:5]=4)[C:10]4[CH:15]=[CH:14][CH:13]=[CH:12][C:11]=4[N:16]=3)=[CH:23][O:22][N:21]=2)[CH2:26][CH2:25]1. (5) The product is: [CH3:11][NH:10][C:7]([C:1]1[CH:6]=[CH:5][CH:4]=[CH:3][CH:2]=1)([CH3:9])[CH3:8]. Given the reactants [C:1]1([C:7]([NH2:10])([CH3:9])[CH3:8])[CH:6]=[CH:5][CH:4]=[CH:3][CH:2]=1.[CH2:11]=O.[BH4-].[Na+], predict the reaction product. (6) The product is: [N:2]1([CH2:7][C:8]([N:27]2[CH2:28][C@H:29]([CH2:31][C:32]3[CH:37]=[CH:36][CH:35]=[C:34]([O:38][CH3:39])[CH:33]=3)[CH2:30][C@H:26]2[C:24]([NH:23][C:20]2[CH:21]=[CH:22][C:17]([O:16][C:15]3[CH:14]=[CH:13][C:12]([F:11])=[CH:41][CH:40]=3)=[CH:18][CH:19]=2)=[O:25])=[O:10])[CH:6]=[CH:5][N:4]=[N:3]1. Given the reactants Cl.[N:2]1([CH2:7][C:8]([OH:10])=O)[CH:6]=[CH:5][N:4]=[N:3]1.[F:11][C:12]1[CH:41]=[CH:40][C:15]([O:16][C:17]2[CH:22]=[CH:21][C:20]([NH:23][C:24]([C@@H:26]3[CH2:30][C@@H:29]([CH2:31][C:32]4[CH:37]=[CH:36][CH:35]=[C:34]([O:38][CH3:39])[CH:33]=4)[CH2:28][NH:27]3)=[O:25])=[CH:19][CH:18]=2)=[CH:14][CH:13]=1, predict the reaction product. (7) Given the reactants [F:1][C:2]1[CH:7]=[C:6]([I:8])[CH:5]=[CH:4][C:3]=1[NH:9][C:10]1[CH:18]=[N:17][CH:16]=[CH:15][C:11]=1[C:12]([OH:14])=O.[Cl:19][C:20]1[CH:29]=[C:28]2[C:23]([C:24]([NH:30][NH2:31])=[CH:25][CH:26]=[N:27]2)=[CH:22][CH:21]=1, predict the reaction product. The product is: [Cl:19][C:20]1[CH:29]=[C:28]2[C:23]([C:24]([NH:30][NH:31][C:12](=[O:14])[C:11]3[CH:15]=[CH:16][N:17]=[CH:18][C:10]=3[NH:9][C:3]3[CH:4]=[CH:5][C:6]([I:8])=[CH:7][C:2]=3[F:1])=[CH:25][CH:26]=[N:27]2)=[CH:22][CH:21]=1.